Predict the product of the given reaction. From a dataset of Forward reaction prediction with 1.9M reactions from USPTO patents (1976-2016). (1) Given the reactants C(OC([N:8]1[CH2:12][C@H:11]([NH:13][C:14]2[CH:19]=[CH:18][C:17]([C:20]#[N:21])=[CH:16][N:15]=2)[CH2:10][C@H:9]1[C:22]([OH:24])=O)=O)(C)(C)C.[ClH:25].[C:26]([C@@H:28]1[CH2:32][CH2:31][CH2:30][NH:29]1)#[N:27], predict the reaction product. The product is: [ClH:25].[ClH:25].[C:20]([C:17]1[CH:18]=[CH:19][C:14]([NH:13][C@H:11]2[CH2:12][NH:8][C@H:9]([C:22]([N:29]3[CH2:30][CH2:31][CH2:32][C@H:28]3[C:26]#[N:27])=[O:24])[CH2:10]2)=[N:15][CH:16]=1)#[N:21]. (2) Given the reactants [NH2:1][CH:2]([C:10]1[C:15]([O:16][CH3:17])=[CH:14][N:13]=[CH:12][C:11]=1[O:18][CH3:19])[CH2:3][CH2:4][CH2:5][C:6]([O:8]C)=O.[C:20]1([C:26]2[S:27][CH:28]=[C:29]([CH:31]=O)[N:30]=2)[CH:25]=[CH:24][CH:23]=[CH:22][CH:21]=1, predict the reaction product. The product is: [CH3:19][O:18][C:11]1[CH:12]=[N:13][CH:14]=[C:15]([O:16][CH3:17])[C:10]=1[CH:2]1[N:1]([CH2:31][C:29]2[N:30]=[C:26]([C:20]3[CH:21]=[CH:22][CH:23]=[CH:24][CH:25]=3)[S:27][CH:28]=2)[C:6](=[O:8])[CH2:5][CH2:4][CH2:3]1. (3) Given the reactants C(C1N(C2C=CC=CC=2)N=C(C(OCC)=O)C=1C1C=CC(C(O)=O)=CC=1C(N1CCC2C(=CC=CC=2)C1)=O)CCC.C([O:46][C:47]([C:49]1[CH:54]=[CH:53][C:52]([C:55]2[C:56]([C:77]([O:79][CH2:80][CH3:81])=[O:78])=[N:57][N:58]([C:64]3[CH:69]=[CH:68][CH:67]=[C:66]([O:70][C:71]4[CH:76]=[CH:75][CH:74]=[CH:73][CH:72]=4)[CH:65]=3)[C:59]=2[CH2:60][CH2:61][CH2:62][CH3:63])=[C:51]([C:82]([N:84]2[CH2:93][CH2:92][C:91]3[C:86](=[CH:87][CH:88]=[CH:89][CH:90]=3)[CH2:85]2)=[O:83])[CH:50]=1)=[O:48])(C)(C)C, predict the reaction product. The product is: [CH2:60]([C:59]1[N:58]([C:64]2[CH:69]=[CH:68][CH:67]=[C:66]([O:70][C:71]3[CH:76]=[CH:75][CH:74]=[CH:73][CH:72]=3)[CH:65]=2)[N:57]=[C:56]([C:77]([O:79][CH2:80][CH3:81])=[O:78])[C:55]=1[C:52]1[CH:53]=[CH:54][C:49]([C:47]([OH:48])=[O:46])=[CH:50][C:51]=1[C:82]([N:84]1[CH2:93][CH2:92][C:91]2[C:86](=[CH:87][CH:88]=[CH:89][CH:90]=2)[CH2:85]1)=[O:83])[CH2:61][CH2:62][CH3:63]. (4) Given the reactants [Si]([O:8][C@H:9]1[CH2:18][C:17]([CH3:20])([CH3:19])[CH2:16][C:15]2[N:14]=[C:13]([CH:21]([CH3:23])[CH3:22])[C:12]([CH2:24][OH:25])=[C:11]([I:26])[C:10]1=2)(C(C)(C)C)(C)C.[F-].C([N+](CCCC)(CCCC)CCCC)CCC, predict the reaction product. The product is: [OH:25][CH2:24][C:12]1[C:13]([CH:21]([CH3:23])[CH3:22])=[N:14][C:15]2[CH2:16][C:17]([CH3:19])([CH3:20])[CH2:18][C@H:9]([OH:8])[C:10]=2[C:11]=1[I:26].